From a dataset of Reaction yield outcomes from USPTO patents with 853,638 reactions. Predict the reaction yield, written as a fraction of the theoretical maximum amount of product (1.0 means a 100% yield; for example, 0.34 means a 34% yield). (1) The reactants are [F:1][C:2]1[CH:7]=[CH:6][C:5]([S:8]([Cl:11])(=[O:10])=[O:9])=[C:4]([CH3:12])[CH:3]=1.S(=O)(=O)(O)O.[N+:18]([O-])([OH:20])=[O:19]. The catalyst is CCOC(C)=O. The product is [F:1][C:2]1[C:7]([N+:18]([O-:20])=[O:19])=[CH:6][C:5]([S:8]([Cl:11])(=[O:10])=[O:9])=[C:4]([CH3:12])[CH:3]=1. The yield is 0.970. (2) The reactants are C([O:8][C:9]([CH:11]1[CH2:16][CH2:15][N:14]([CH2:17][CH2:18][CH2:19][C:20]2[CH:25]=[CH:24][CH:23]=[CH:22][CH:21]=2)[CH2:13][CH2:12]1)=[O:10])C1C=CC=CC=1. The catalyst is CO.[Pd]. The product is [C:20]1([CH2:19][CH2:18][CH2:17][N:14]2[CH2:15][CH2:16][CH:11]([C:9]([OH:10])=[O:8])[CH2:12][CH2:13]2)[CH:21]=[CH:22][CH:23]=[CH:24][CH:25]=1. The yield is 0.939.